This data is from Forward reaction prediction with 1.9M reactions from USPTO patents (1976-2016). The task is: Predict the product of the given reaction. Given the reactants [CH3:1][O:2][C:3]1[CH:4]=[C:5]2[C:10](=[CH:11][CH:12]=1)[CH:9]([CH:13]1[CH2:18][CH2:17][N:16]([S:19]([C:22]3[N:23]=[CH:24][N:25]([CH3:27])[CH:26]=3)(=[O:21])=[O:20])[CH2:15][CH2:14]1)[NH:8][CH2:7][CH2:6]2.C(N(CC)CC)C.[F:35][C:36]([F:47])([F:46])[C:37](O[C:37](=[O:38])[C:36]([F:47])([F:46])[F:35])=[O:38], predict the reaction product. The product is: [F:35][C:36]([F:47])([F:46])[C:37]([N:8]1[CH2:7][CH2:6][C:5]2[C:10](=[CH:11][CH:12]=[C:3]([O:2][CH3:1])[CH:4]=2)[CH:9]1[CH:13]1[CH2:18][CH2:17][N:16]([S:19]([C:22]2[N:23]=[CH:24][N:25]([CH3:27])[CH:26]=2)(=[O:21])=[O:20])[CH2:15][CH2:14]1)=[O:38].